Dataset: Full USPTO retrosynthesis dataset with 1.9M reactions from patents (1976-2016). Task: Predict the reactants needed to synthesize the given product. (1) Given the product [C:26]([N:29]1[CH2:34][CH2:33][C:32]([OH:36])([Sn:17]([CH2:13][CH2:14][CH2:15][CH3:16])([CH2:18][CH2:19][CH2:20][CH3:21])[CH2:22][CH2:23][CH2:24][CH3:25])[CH2:31][CH2:30]1)(=[O:28])[CH3:27], predict the reactants needed to synthesize it. The reactants are: C([Li])CCC.C(NC(C)C)(C)C.[CH2:13]([SnH:17]([CH2:22][CH2:23][CH2:24][CH3:25])[CH2:18][CH2:19][CH2:20][CH3:21])[CH2:14][CH2:15][CH3:16].[C:26]([N:29]1[CH2:34][CH2:33][CH2:32][CH2:31][C:30]1=O)(=[O:28])[CH3:27].[O:36]1CCCC1. (2) Given the product [O:12]=[C:5]1[CH:4]=[C:3]([CH:2]=[O:1])[CH:11]=[C:10]2[N:6]1[CH2:7][CH2:8][CH2:9]2, predict the reactants needed to synthesize it. The reactants are: [OH:1][CH2:2][C:3]1[CH:11]=[C:10]2[N:6]([CH2:7][CH2:8][CH2:9]2)[C:5](=[O:12])[CH:4]=1.I(C1C=CC=CC=1C(O)=O)(=O)=O. (3) Given the product [C:17]([O:16][CH2:15][CH:12]1[CH2:13][CH2:14][N:10]([C:5]2[C:6]([CH:7]=[O:8])=[CH:9][C:2]([Br:1])=[CH:3][N:4]=2)[CH2:11]1)(=[O:19])[CH3:18], predict the reactants needed to synthesize it. The reactants are: [Br:1][C:2]1[CH:3]=[N:4][C:5]([N:10]2[CH2:14][CH2:13][CH:12]([CH2:15][OH:16])[CH2:11]2)=[C:6]([CH:9]=1)[CH:7]=[O:8].[C:17](OC(=O)C)(=[O:19])[CH3:18].O.C(=O)([O-])[O-].[Na+].[Na+]. (4) The reactants are: O[C:2]1[N:3]=C[C:5](C(O)=O)=[N:6][CH:7]=1.S(Cl)([Cl:13])=O.CN(C=O)C.N1C=CC=CC=1.[C:26]([O:29][CH2:30]C)(=[O:28])[CH3:27].CCCCCC. Given the product [CH3:30][O:29][C:26]([C:27]1[CH:5]=[N:6][C:7]([Cl:13])=[CH:2][N:3]=1)=[O:28], predict the reactants needed to synthesize it. (5) Given the product [CH:20]1([C:18]([N:16]2[CH2:17][CH:14]([CH2:13][N:12]3[CH:11]=[N:10][N:9]=[C:8]3[C:5]3[CH:6]=[CH:7][C:2]([C:30]4[CH:31]=[C:32]5[C:27]([CH:26]=[CH:25][NH:24]5)=[CH:28][CH:29]=4)=[CH:3][C:4]=3[F:23])[CH2:15]2)=[O:19])[CH2:22][CH2:21]1, predict the reactants needed to synthesize it. The reactants are: Br[C:2]1[CH:7]=[CH:6][C:5]([C:8]2[N:12]([CH2:13][CH:14]3[CH2:17][N:16]([C:18]([CH:20]4[CH2:22][CH2:21]4)=[O:19])[CH2:15]3)[CH:11]=[N:10][N:9]=2)=[C:4]([F:23])[CH:3]=1.[NH:24]1[C:32]2[C:27](=[CH:28][CH:29]=[C:30](B(O)O)[CH:31]=2)[CH:26]=[CH:25]1. (6) Given the product [CH3:1][O:2][C:3](=[O:39])[CH2:4][C:5](=[O:33])/[CH:6]=[CH:7]/[C:8]1[N:9]([CH:24]([CH3:25])[CH3:26])[C:10]2[C:15]([C:16]=1[C:17]1[CH:18]=[CH:19][C:20]([F:23])=[CH:21][CH:22]=1)=[CH:14][CH:13]=[CH:12][CH:11]=2, predict the reactants needed to synthesize it. The reactants are: [CH3:1][O:2][C:3](=[O:39])[CH:4]=[C:5]([O:33]C(OCC)=O)[CH2:6][CH:7](OC(OCC)=O)[C:8]1[N:9]([CH:24]([CH3:26])[CH3:25])[C:10]2[C:15]([C:16]=1[C:17]1[CH:22]=[CH:21][C:20]([F:23])=[CH:19][CH:18]=1)=[CH:14][CH:13]=[CH:12][CH:11]=2.C1(C)C=CC(S([O-])(=O)=O)=CC=1.[NH+]1C=CC=CC=1.[Cl-].[Na+].